Dataset: Orexin1 receptor HTS with 218,158 compounds and 233 confirmed actives. Task: Binary Classification. Given a drug SMILES string, predict its activity (active/inactive) in a high-throughput screening assay against a specified biological target. The drug is N(C1CCCc2c1cccc2)Cc1cccnc1. The result is 0 (inactive).